From a dataset of Full USPTO retrosynthesis dataset with 1.9M reactions from patents (1976-2016). Predict the reactants needed to synthesize the given product. Given the product [CH3:31][S:28]([C:24]1[CH:23]=[C:22]([CH:27]=[CH:26][CH:25]=1)[O:21][C:17]1[CH:16]=[C:15]([C:14]2[N:5]3[CH:6]=[CH:7][CH:8]=[C:9]([C:10]([F:13])([F:12])[F:11])[C:4]3=[N:3][C:2]=2[C:32]2[CH:37]=[CH:36][CH:35]=[CH:34][CH:33]=2)[CH:20]=[CH:19][CH:18]=1)(=[O:30])=[O:29], predict the reactants needed to synthesize it. The reactants are: Cl[C:2]1[N:3]=[C:4]2[C:9]([C:10]([F:13])([F:12])[F:11])=[CH:8][CH:7]=[CH:6][N:5]2[C:14]=1[C:15]1[CH:20]=[CH:19][CH:18]=[C:17]([O:21][C:22]2[CH:27]=[CH:26][CH:25]=[C:24]([S:28]([CH3:31])(=[O:30])=[O:29])[CH:23]=2)[CH:16]=1.[C:32]1(B(O)O)[CH:37]=[CH:36][CH:35]=[CH:34][CH:33]=1.C(=O)([O-])[O-].[K+].[K+].